From a dataset of Catalyst prediction with 721,799 reactions and 888 catalyst types from USPTO. Predict which catalyst facilitates the given reaction. (1) Reactant: Cl.[NH2:2][C:3]1[CH:8]=[C:7]([O:9][CH3:10])[CH:6]=[CH:5][C:4]=1[OH:11].Cl[C:13]1[CH:18]=[CH:17][C:16]([N+:19]([O-:21])=[O:20])=[CH:15][C:14]=1[N+:22]([O-:24])=[O:23].C([O-])(=O)C.[Na+]. Product: [N+:19]([C:16]1[CH:17]=[CH:18][CH:13]=[C:14]([N+:22]([O-:24])=[O:23])[C:15]=1[NH:2][C:3]1[CH:8]=[C:7]([O:9][CH3:10])[CH:6]=[CH:5][C:4]=1[OH:11])([O-:21])=[O:20]. The catalyst class is: 40. (2) Reactant: [Br:1][C:2]1[C:3]([N:13]([S:19](=[O:29])(=[O:28])[NH:20]C(OC(C)(C)C)=O)[CH2:14][C:15]([O:17][CH3:18])=[O:16])=[CH:4][S:5][C:6]=1[C:7]1[CH:12]=[CH:11][CH:10]=[CH:9][CH:8]=1.[C:30]([OH:36])([C:32]([F:35])([F:34])[F:33])=[O:31]. Product: [Br:1][C:2]1[C:3]([N:13]([S:19](=[O:28])(=[O:29])[NH2:20])[CH2:14][C:15]([O:17][CH3:18])=[O:16])=[CH:4][S:5][C:6]=1[C:7]1[CH:8]=[CH:9][CH:10]=[CH:11][CH:12]=1.[C:30]([OH:36])([C:32]([F:35])([F:34])[F:33])=[O:31]. The catalyst class is: 2. (3) Reactant: [F:1][C:2]1[CH:7]=[CH:6][CH:5]=[C:4]([F:8])[C:3]=1[C:9]1[N:14]=[C:13]([C:15]([NH:17][C:18]2[CH:19]=[N:20][CH:21]=[CH:22][C:23]=2[C@H:24]2[CH2:29][C@@H:28]([NH:30]C(=O)OC(C)(C)C)[C@@H:27]([S@@:38]([CH3:40])=[O:39])[C@@H:26]([CH3:41])[CH2:25]2)=[O:16])[CH:12]=[CH:11][C:10]=1[F:42].C(O)(C(F)(F)F)=O. Product: [NH2:30][C@H:28]1[C@@H:27]([S@@:38]([CH3:40])=[O:39])[C@@H:26]([CH3:41])[CH2:25][C@@H:24]([C:23]2[CH:22]=[CH:21][N:20]=[CH:19][C:18]=2[NH:17][C:15](=[O:16])[C:13]2[CH:12]=[CH:11][C:10]([F:42])=[C:9]([C:3]3[C:2]([F:1])=[CH:7][CH:6]=[CH:5][C:4]=3[F:8])[N:14]=2)[CH2:29]1. The catalyst class is: 2.